This data is from Tyrosyl-DNA phosphodiesterase HTS with 341,365 compounds. The task is: Binary Classification. Given a drug SMILES string, predict its activity (active/inactive) in a high-throughput screening assay against a specified biological target. (1) The molecule is S(=O)(=O)(N1CCCC1)c1cc2c(n(cc2)CC(=O)NCCc2cc(OC)c(OC)cc2)cc1. The result is 0 (inactive). (2) The result is 0 (inactive). The compound is Clc1c(S(=O)(=O)N2CCOCC2)cc(NC(=O)COc2ccc(NC(=O)C)cc2)cc1. (3) The drug is o1c2c(c(NC(C)C)c(NC(=O)C)c1=O)cccc2. The result is 0 (inactive). (4) The compound is O=C(NC(Cc1ccccc1)CC(=O)NC(CCC(O)=O)CC(O)=O)C1C(NC(=O)CC(NC(=O)CC(NC(=O)C2C(N)CCNC2)Cc2c3c([nH]c2)cccc3)CCCN)CCCC1. The result is 0 (inactive).